This data is from Full USPTO retrosynthesis dataset with 1.9M reactions from patents (1976-2016). The task is: Predict the reactants needed to synthesize the given product. Given the product [I:15][C:12]1[CH:11]=[C:10]2[C:5]([CH2:6][CH2:7][C:8](=[O:14])[N:9]2[CH3:13])=[CH:4][C:3]=1[O:2][CH3:1], predict the reactants needed to synthesize it. The reactants are: [CH3:1][O:2][C:3]1[CH:4]=[C:5]2[C:10](=[CH:11][CH:12]=1)[N:9]([CH3:13])[C:8](=[O:14])[CH2:7][CH2:6]2.[I:15]I.